This data is from NCI-60 drug combinations with 297,098 pairs across 59 cell lines. The task is: Regression. Given two drug SMILES strings and cell line genomic features, predict the synergy score measuring deviation from expected non-interaction effect. Drug 1: C(=O)(N)NO. Drug 2: C1CCC(C(C1)N)N.C(=O)(C(=O)[O-])[O-].[Pt+4]. Cell line: MALME-3M. Synergy scores: CSS=11.1, Synergy_ZIP=-6.02, Synergy_Bliss=0.0317, Synergy_Loewe=-4.79, Synergy_HSA=0.576.